Predict which catalyst facilitates the given reaction. From a dataset of Catalyst prediction with 721,799 reactions and 888 catalyst types from USPTO. (1) Reactant: C([O:8][C:9]1[CH:14]=[CH:13][C:12]([N:15]2[C:19]3=[N:20][CH:21]=[CH:22][CH:23]=[C:18]3[C:17]([O:24][CH3:25])=[N:16]2)=[CH:11][CH:10]=1)C1C=CC=CC=1. Product: [CH3:25][O:24][C:17]1[C:18]2[C:19](=[N:20][CH:21]=[CH:22][CH:23]=2)[N:15]([C:12]2[CH:13]=[CH:14][C:9]([OH:8])=[CH:10][CH:11]=2)[N:16]=1. The catalyst class is: 43. (2) Reactant: [OH:1][CH2:2][C@@H:3]([NH:5][C:6]([C:8]1[CH:9]=[C:10]([C:21]([O:23]C)=[O:22])[CH:11]=[C:12]([C:14]2[CH:19]=[CH:18][C:17]([CH3:20])=[CH:16][CH:15]=2)[CH:13]=1)=[O:7])[CH3:4].[OH-].[Li+].C1COCC1.Cl. Product: [OH:1][CH2:2][C@@H:3]([NH:5][C:6]([C:8]1[CH:9]=[C:10]([C:21]([OH:23])=[O:22])[CH:11]=[C:12]([C:14]2[CH:19]=[CH:18][C:17]([CH3:20])=[CH:16][CH:15]=2)[CH:13]=1)=[O:7])[CH3:4]. The catalyst class is: 6. (3) Reactant: [N-:1]=[N+:2]=[N-:3].[Na+].Cl[CH2:6][C:7](=[O:14])[CH2:8][C:9]([O:11][CH2:12][CH3:13])=[O:10].[Na+].[I-]. Product: [N:1]([CH2:6][C:7](=[O:14])[CH2:8][C:9]([O:11][CH2:12][CH3:13])=[O:10])=[N+:2]=[N-:3]. The catalyst class is: 58.